The task is: Predict which catalyst facilitates the given reaction.. This data is from Catalyst prediction with 721,799 reactions and 888 catalyst types from USPTO. (1) Reactant: Cl[C:2]1[C:7]([I:8])=[CH:6][N:5]=[C:4]([C:9]([N:11]2[C:19]3[C:14](=[CH:15][C:16]([F:20])=[CH:17][CH:18]=3)[CH2:13][CH2:12]2)=[O:10])[CH:3]=1.[NH:21]1[CH2:26][CH2:25][CH:24]([N:27]2[C:35]3[C:30](=[N:31][CH:32]=[CH:33][CH:34]=3)[NH:29][C:28]2=[O:36])[CH2:23][CH2:22]1.C(=O)([O-])[O-].[K+].[K+].CN1C(=O)CCC1. Product: [F:20][C:16]1[CH:15]=[C:14]2[C:19](=[CH:18][CH:17]=1)[N:11]([C:9]([C:4]1[CH:3]=[C:2]([N:21]3[CH2:22][CH2:23][CH:24]([N:27]4[C:35]5[C:30](=[N:31][CH:32]=[CH:33][CH:34]=5)[NH:29][C:28]4=[O:36])[CH2:25][CH2:26]3)[C:7]([I:8])=[CH:6][N:5]=1)=[O:10])[CH2:12][CH2:13]2. The catalyst class is: 6. (2) Reactant: [CH:1]1([NH:4][C:5](=[O:23])[C:6]2[CH:11]=[CH:10][C:9]([CH3:12])=[C:8]([NH:13][C:14](=[O:22])[C:15]3[CH:20]=[CH:19][C:18]([OH:21])=[CH:17][CH:16]=3)[CH:7]=2)[CH2:3][CH2:2]1.[CH3:24][O:25][C:26]1[CH:31]=[CH:30][N:29]=[C:28]([CH2:32]O)[CH:27]=1.C(P(CCCC)CCCC)CCC.N(C(OC(C)C)=O)=NC(OC(C)C)=O. Product: [CH:1]1([NH:4][C:5](=[O:23])[C:6]2[CH:11]=[CH:10][C:9]([CH3:12])=[C:8]([NH:13][C:14](=[O:22])[C:15]3[CH:16]=[CH:17][C:18]([O:21][CH2:32][C:28]4[CH:27]=[C:26]([O:25][CH3:24])[CH:31]=[CH:30][N:29]=4)=[CH:19][CH:20]=3)[CH:7]=2)[CH2:2][CH2:3]1. The catalyst class is: 1. (3) Product: [O:10]=[C:11]1[CH2:14][CH:13]([C:15]([O:17][CH3:18])=[O:16])[CH2:12]1. Reactant: [N+](C1C=CC(C([O:10][CH:11]2[CH2:14][CH:13]([C:15]([O:17][CH3:18])=[O:16])[CH2:12]2)=O)=CC=1)([O-])=O.C([O-])([O-])=O.[K+].[K+]. The catalyst class is: 5. (4) The catalyst class is: 7. Product: [OH:3][CH2:2][C:4]1[N:9]=[CH:8][C:7]([C:10]2[CH:19]=[C:18]3[C:13]([CH:14]=[C:15]([NH:20][C:21]([CH:23]4[CH2:25][CH2:24]4)=[O:22])[N:16]=[CH:17]3)=[CH:12][CH:11]=2)=[C:6]([CH3:26])[CH:5]=1. Reactant: [Na].[CH:2]([C:4]1[N:9]=[CH:8][C:7]([C:10]2[CH:19]=[C:18]3[C:13]([CH:14]=[C:15]([NH:20][C:21]([CH:23]4[CH2:25][CH2:24]4)=[O:22])[N:16]=[CH:17]3)=[CH:12][CH:11]=2)=[C:6]([CH3:26])[CH:5]=1)=[O:3]. (5) Reactant: C([O:8][C:9]1[CH:22]=[C:21]([CH2:23][CH3:24])[CH:20]=[CH:19][C:10]=1[O:11][C:12]1[CH:17]=[CH:16][CH:15]=[C:14]([F:18])[N:13]=1)C1C=CC=CC=1. Product: [CH2:23]([C:21]1[CH:20]=[CH:19][C:10]([O:11][C:12]2[CH:17]=[CH:16][CH:15]=[C:14]([F:18])[N:13]=2)=[C:9]([OH:8])[CH:22]=1)[CH3:24]. The catalyst class is: 29. (6) Reactant: [F:1][C:2]([F:27])([F:26])[C:3]1[C:4]([O:15][CH:16]2[CH2:21][CH2:20][CH:19]([C:22]([F:25])([F:24])[F:23])[CH2:18][CH2:17]2)=[CH:5][CH:6]=[C:7]2[C:12]=1[CH:11]=[C:10]([CH2:13][OH:14])[CH:9]=[CH:8]2.C(N(CC)C(C)C)(C)C.[CH3:37][S:38](Cl)(=[O:40])=[O:39]. Product: [F:24][C:22]([F:25])([F:23])[C@@H:19]1[CH2:18][CH2:17][C@H:16]([O:15][C:4]2[C:3]([C:2]([F:26])([F:27])[F:1])=[C:12]3[C:7]([CH:8]=[CH:9][C:10]([CH2:13][O:14][S:38]([CH3:37])(=[O:40])=[O:39])=[CH:11]3)=[CH:6][CH:5]=2)[CH2:21][CH2:20]1. The catalyst class is: 2. (7) Reactant: [Cl:1][C:2]1[CH:3]=[C:4]([OH:9])[CH:5]=[CH:6][C:7]=1[CH3:8].IC.[C:12](=O)([O-])[O-].[K+].[K+]. Product: [Cl:1][C:2]1[CH:3]=[C:4]([O:9][CH3:12])[CH:5]=[CH:6][C:7]=1[CH3:8]. The catalyst class is: 3. (8) Reactant: [Cl:1][C:2]1[CH:3]=[C:4]([CH:10]=[CH:11][C:12]=1[Cl:13])[CH:5]=[CH:6][C:7]([OH:9])=[O:8].[C:14](=O)([O-])[O-].[Cs+].[Cs+].CI.O. Product: [Cl:1][C:2]1[CH:3]=[C:4]([CH:10]=[CH:11][C:12]=1[Cl:13])[CH:5]=[CH:6][C:7]([O:9][CH3:14])=[O:8]. The catalyst class is: 3. (9) Reactant: CC(OI1(OC(C)=O)(OC(C)=O)OC(=O)C2C=CC=CC1=2)=O.[Si:23]([O:30][CH2:31][CH:32]([OH:46])[CH2:33][O:34][C:35]1[CH:40]=[CH:39][C:38]([C:41]([F:44])([F:43])[F:42])=[CH:37][C:36]=1[I:45])([C:26]([CH3:29])([CH3:28])[CH3:27])([CH3:25])[CH3:24]. Product: [Si:23]([O:30][CH2:31][C:32](=[O:46])[CH2:33][O:34][C:35]1[CH:40]=[CH:39][C:38]([C:41]([F:44])([F:43])[F:42])=[CH:37][C:36]=1[I:45])([C:26]([CH3:29])([CH3:28])[CH3:27])([CH3:25])[CH3:24]. The catalyst class is: 4. (10) Reactant: O1CCOCCOCCOCCOCCOCC1.CC(C)([O-])C.[K+].[CH3:25][C:26]([CH3:46])([CH3:45])[CH2:27][C:28]([NH:30][C:31]1[CH:32]=[C:33]2[C:37](=[CH:38][CH:39]=1)[NH:36][C:35]([C:40]([O:42][CH2:43][CH3:44])=[O:41])=[CH:34]2)=[O:29].[F:47][C:48]([F:58])([F:57])[C:49]1[CH:56]=[CH:55][CH:54]=[CH:53][C:50]=1[CH2:51]Br. Product: [CH3:25][C:26]([CH3:45])([CH3:46])[CH2:27][C:28]([NH:30][C:31]1[CH:32]=[C:33]2[C:37](=[CH:38][CH:39]=1)[N:36]([CH2:51][C:50]1[CH:53]=[CH:54][CH:55]=[CH:56][C:49]=1[C:48]([F:47])([F:57])[F:58])[C:35]([C:40]([O:42][CH2:43][CH3:44])=[O:41])=[CH:34]2)=[O:29]. The catalyst class is: 1.